Dataset: Full USPTO retrosynthesis dataset with 1.9M reactions from patents (1976-2016). Task: Predict the reactants needed to synthesize the given product. (1) Given the product [C:38]([O:37][CH:32]([C:31]1[S:30][C:29]2[CH:42]=[CH:43][CH:44]=[CH:45][C:28]=2[C:27]=1[C:15]1[CH:24]=[CH:23][C:22]2[O:21][CH2:20][CH2:19][CH2:18][C:17]=2[CH:16]=1)[C:33]([O:35][CH3:36])=[O:34])([CH3:41])([CH3:39])[CH3:40], predict the reactants needed to synthesize it. The reactants are: C(=O)([O-])[O-].[Na+].[Na+].CC1(C)C(C)(C)OB([C:15]2[CH:16]=[C:17]3[C:22](=[CH:23][CH:24]=2)[O:21][CH2:20][CH2:19][CH2:18]3)O1.Br[C:27]1[C:28]2[CH:45]=[CH:44][CH:43]=[CH:42][C:29]=2[S:30][C:31]=1[CH:32]([O:37][C:38]([CH3:41])([CH3:40])[CH3:39])[C:33]([O:35][CH3:36])=[O:34]. (2) Given the product [C:1]([S:5]([NH:7][C:8]([C:10]1[N:11]=[N:12][N:13]([C:15]2[CH:16]=[C:17]([CH:30]=[C:31]([N:33]([S:37]([CH3:40])(=[O:38])=[O:39])[CH2:34][CH2:35][CH3:36])[CH:32]=2)[C:18]([NH:20][C@@H:21]([C:23]2[CH:28]=[CH:27][C:26]([F:29])=[CH:25][CH:24]=2)[CH3:22])=[O:19])[CH:14]=1)([CH3:9])[CH2:45][C:46]1[CH:51]=[CH:50][CH:49]=[CH:48][CH:47]=1)=[O:6])([CH3:2])([CH3:4])[CH3:3], predict the reactants needed to synthesize it. The reactants are: [C:1]([S:5](/[N:7]=[C:8](/[C:10]1[N:11]=[N:12][N:13]([C:15]2[CH:16]=[C:17]([CH:30]=[C:31]([N:33]([S:37]([CH3:40])(=[O:39])=[O:38])[CH2:34][CH2:35][CH3:36])[CH:32]=2)[C:18]([NH:20][C@@H:21]([C:23]2[CH:28]=[CH:27][C:26]([F:29])=[CH:25][CH:24]=2)[CH3:22])=[O:19])[CH:14]=1)\[CH3:9])=[O:6])([CH3:4])([CH3:3])[CH3:2].C[Al](C)C.[CH2:45]([Li])[C:46]1[CH:51]=[CH:50][CH:49]=[CH:48][CH:47]=1.